This data is from Reaction yield outcomes from USPTO patents with 853,638 reactions. The task is: Predict the reaction yield, written as a fraction of the theoretical maximum amount of product (1.0 means a 100% yield; for example, 0.34 means a 34% yield). (1) The reactants are [CH:1]1([N:7]2[C:12]([OH:13])=[C:11]([C:14]([NH:16][CH2:17][C:18]([O:20]CC)=[O:19])=[O:15])[C:10](=[O:23])[NH:9][C:8]2=[O:24])[CH2:6][CH2:5][CH2:4][CH2:3][CH2:2]1.C(=O)([O-])[O-].[K+].[K+].[CH:31]1([CH2:37][CH2:38]Br)[CH2:36][CH2:35][CH2:34][CH2:33][CH2:32]1.Cl. The catalyst is CC(N(C)C)=O. The product is [CH:1]1([N:7]2[C:12]([OH:13])=[C:11]([C:14]([NH:16][CH2:17][C:18]([OH:20])=[O:19])=[O:15])[C:10](=[O:23])[N:9]([CH2:38][CH2:37][CH:31]3[CH2:36][CH2:35][CH2:34][CH2:33][CH2:32]3)[C:8]2=[O:24])[CH2:2][CH2:3][CH2:4][CH2:5][CH2:6]1. The yield is 0.420. (2) The reactants are [F:1][C:2]([F:9])([F:8])/[CH:3]=[CH:4]/[C:5](O)=[O:6].C(Cl)(=O)C(Cl)=O.[CH3:16][C:17]1[C:22]([N+:23]([O-:25])=[O:24])=[CH:21][N:20]=[C:19]([NH:26][CH2:27][CH2:28][NH2:29])[CH:18]=1.CCOP(O)N(C(C)C)C(C)C. The catalyst is ClCCl. The product is [F:1][C:2]([F:9])([F:8])/[CH:3]=[CH:4]/[C:5]([NH:29][CH2:28][CH2:27][NH:26][C:19]1[CH:18]=[C:17]([CH3:16])[C:22]([N+:23]([O-:25])=[O:24])=[CH:21][N:20]=1)=[O:6]. The yield is 0.0500. (3) The reactants are [Cl:1][C:2]1[CH:10]=[C:6]([C:7]([OH:9])=O)[C:5]([OH:11])=[CH:4][CH:3]=1.[CH2:12]([O:14][C:15]([C:17]1[C:18]2[CH2:26][CH2:25][CH2:24][CH2:23][C:19]=2[S:20][C:21]=1[NH2:22])=[O:16])[CH3:13]. No catalyst specified. The product is [CH2:12]([O:14][C:15]([C:17]1[C:18]2[CH2:26][CH2:25][CH2:24][CH2:23][C:19]=2[S:20][C:21]=1[NH:22][C:7](=[O:9])[C:6]1[CH:10]=[C:2]([Cl:1])[CH:3]=[CH:4][C:5]=1[OH:11])=[O:16])[CH3:13]. The yield is 0.496. (4) The product is [F:14][C:15]1[CH:23]=[CH:22][C:21]2[N:20]([C:34]3[CH:35]=[N:36][CH:37]=[CH:38][CH:39]=3)[C:19]3[CH:24]=[N:25][N:26]([CH:27]4[CH2:32][CH2:31][CH2:30][CH2:29][O:28]4)[C:18]=3[C:17]=2[CH:16]=1. The catalyst is C1C=CC(/C=C/C(/C=C/C2C=CC=CC=2)=O)=CC=1.C1C=CC(/C=C/C(/C=C/C2C=CC=CC=2)=O)=CC=1.C1C=CC(/C=C/C(/C=C/C2C=CC=CC=2)=O)=CC=1.[Pd].[Pd].C1(C)C(C)=CC=CC=1. The yield is 0.950. The reactants are C(P(C(C)(C)C)C(C)(C)C)(C)(C)C.[F:14][C:15]1[CH:23]=[CH:22][C:21]2[NH:20][C:19]3[CH:24]=[N:25][N:26]([CH:27]4[CH2:32][CH2:31][CH2:30][CH2:29][O:28]4)[C:18]=3[C:17]=2[CH:16]=1.Br[C:34]1[CH:35]=[N:36][CH:37]=[CH:38][CH:39]=1.C([O-])([O-])=O.[K+].[K+].C1OCCOCCOCCOCCOCCOC1. (5) The yield is 0.900. The reactants are [CH2:1]([O:3][C:4]1[C:5]([N+:23]([O-])=O)=[CH:6][C:7]([CH3:22])=[C:8]([N:10]2[CH2:15][CH2:14][CH:13]([CH2:16][CH2:17][S:18]([CH3:21])(=[O:20])=[O:19])[CH2:12][CH2:11]2)[CH:9]=1)[CH3:2]. The catalyst is CCOC(C)=O.CO.[Pt]. The product is [CH2:1]([O:3][C:4]1[CH:9]=[C:8]([N:10]2[CH2:11][CH2:12][CH:13]([CH2:16][CH2:17][S:18]([CH3:21])(=[O:20])=[O:19])[CH2:14][CH2:15]2)[C:7]([CH3:22])=[CH:6][C:5]=1[NH2:23])[CH3:2].